From a dataset of Catalyst prediction with 721,799 reactions and 888 catalyst types from USPTO. Predict which catalyst facilitates the given reaction. (1) Reactant: [N:1]1([C:7]2[O:8][C:9]3[C:17]([OH:18])=[CH:16][CH:15]=[CH:14][C:10]=3[C:11](=[O:13])[CH:12]=2)[CH2:6][CH2:5][O:4][CH2:3][CH2:2]1.[F:19][C:20]1[CH:25]=[CH:24][C:23](B(O)O)=[C:22]([CH3:29])[CH:21]=1.C(N(CC)CC)C. Product: [N:1]1([C:7]2[O:8][C:9]3[C:17]([O:18][C:23]4[CH:24]=[CH:25][C:20]([F:19])=[CH:21][C:22]=4[CH3:29])=[CH:16][CH:15]=[CH:14][C:10]=3[C:11](=[O:13])[CH:12]=2)[CH2:2][CH2:3][O:4][CH2:5][CH2:6]1. The catalyst class is: 221. (2) Reactant: CS(Cl)(=O)=O.OCCNC(=O)[O-].C(N(CC)CC)C.[H-].[Na+].CS([O:26][CH2:27][CH2:28][N:29]([CH2:37][C:38]([NH:40][C:41]1[CH:46]=[C:45]([N:47]2[CH2:52][CH2:51][O:50][CH2:49][CH2:48]2)[CH:44]=[CH:43][C:42]=1[Cl:53])=O)[C:30]([O:32][C:33]([CH3:36])([CH3:35])[CH3:34])=[O:31])(=O)=O. Product: [Cl:53][C:42]1[CH:43]=[CH:44][C:45]([N:47]2[CH2:52][CH2:51][O:50][CH2:49][CH2:48]2)=[CH:46][C:41]=1[N:40]1[CH2:38][CH2:37][N:29]([C:30]([O:32][C:33]([CH3:34])([CH3:36])[CH3:35])=[O:31])[CH2:28][C:27]1=[O:26]. The catalyst class is: 120. (3) Reactant: C[O:2][C:3](=[O:36])[C@H:4]([CH2:16][C:17]1[CH:22]=[CH:21][C:20]([C:23]2[C:24](=[O:35])[N:25]([CH3:34])[C:26]([CH3:33])=[CH:27][C:28]=2[C:29]([F:32])([F:31])[F:30])=[CH:19][CH:18]=1)[NH:5][C:6]([C:8]1[C:13]([Cl:14])=[CH:12][CH:11]=[CH:10][C:9]=1[Cl:15])=[O:7].[OH-].[Na+]. Product: [Cl:15][C:9]1[CH:10]=[CH:11][CH:12]=[C:13]([Cl:14])[C:8]=1[C:6]([NH:5][C@H:4]([C:3]([OH:36])=[O:2])[CH2:16][C:17]1[CH:18]=[CH:19][C:20]([C:23]2[C:24](=[O:35])[N:25]([CH3:34])[C:26]([CH3:33])=[CH:27][C:28]=2[C:29]([F:31])([F:32])[F:30])=[CH:21][CH:22]=1)=[O:7]. The catalyst class is: 8.